This data is from Full USPTO retrosynthesis dataset with 1.9M reactions from patents (1976-2016). The task is: Predict the reactants needed to synthesize the given product. Given the product [O:12]=[C:8]([C:2]1[CH:7]=[CH:6][CH:5]=[CH:4][CH:3]=1)[C:9]([O:11][CH2:25][CH2:24][O:23][C:20]1[CH:21]=[CH:22][C:17]([C:15](=[O:16])[C:14]([OH:13])([CH3:27])[CH3:28])=[CH:18][CH:19]=1)=[O:10], predict the reactants needed to synthesize it. The reactants are: [Cl-].[C:2]1([C:8](=[O:12])[C:9]([OH:11])=[O:10])[CH:7]=[CH:6][CH:5]=[CH:4][CH:3]=1.[OH:13][C:14]([CH3:28])([CH3:27])[C:15]([C:17]1[CH:22]=[CH:21][C:20]([O:23][CH2:24][CH2:25]O)=[CH:19][CH:18]=1)=[O:16].O=C(C1C=CC=CC=1)C(Cl)=O.